This data is from Reaction yield outcomes from USPTO patents with 853,638 reactions. The task is: Predict the reaction yield, written as a fraction of the theoretical maximum amount of product (1.0 means a 100% yield; for example, 0.34 means a 34% yield). (1) The yield is 0.970. The catalyst is C1COCC1. The reactants are C([Si]([O:8][CH2:9][C:10]1[S:11][C:12]([Cl:26])=[C:13]([C:15]2([C:19]3[CH:24]=[CH:23][CH:22]=[C:21]([Cl:25])[CH:20]=3)[CH2:18][CH2:17][O:16]2)[CH:14]=1)(C)C)(C)(C)C. The product is [Cl:26][C:12]1[S:11][C:10]([CH2:9][OH:8])=[CH:14][C:13]=1[C:15]1([C:19]2[CH:24]=[CH:23][CH:22]=[C:21]([Cl:25])[CH:20]=2)[CH2:18][CH2:17][O:16]1. (2) The reactants are [CH3:1][O:2][C:3]1[CH:8]=[CH:7][CH:6]=[CH:5][C:4]=1[CH:9]([CH2:14][C:15]1[CH:20]=[CH:19][CH:18]=[CH:17][CH:16]=1)[C:10]([O:12]C)=[O:11].[OH-].[Na+].O.Cl. The catalyst is C1COCC1.CO. The product is [CH3:1][O:2][C:3]1[CH:8]=[CH:7][CH:6]=[CH:5][C:4]=1[CH:9]([CH2:14][C:15]1[CH:20]=[CH:19][CH:18]=[CH:17][CH:16]=1)[C:10]([OH:12])=[O:11]. The yield is 0.510. (3) The reactants are [F:1][C:2]([F:20])([F:19])[C:3]1[CH:4]=[C:5]([S:9]([N:12]2[CH2:16][CH2:15][C@H:14]([O:17][NH2:18])[CH2:13]2)(=[O:11])=[O:10])[CH:6]=[CH:7][CH:8]=1.[OH:21]N1C2C=CC=CC=2N=N1.[F:31][C:32]1[CH:40]=[CH:39]C(C(O)=O)=[CH:34][CH:33]=1.C(N(CC)[CH:45]([CH3:47])[CH3:46])(C)C. The catalyst is CN(C)C=O. The product is [F:31][C:32]1[CH:40]=[CH:39][C:47]([CH2:45][C:46]([NH:18][O:17][C@H:14]2[CH2:15][CH2:16][N:12]([S:9]([C:5]3[CH:6]=[CH:7][CH:8]=[C:3]([C:2]([F:1])([F:19])[F:20])[CH:4]=3)(=[O:11])=[O:10])[CH2:13]2)=[O:21])=[CH:34][CH:33]=1. The yield is 0.650.